This data is from Full USPTO retrosynthesis dataset with 1.9M reactions from patents (1976-2016). The task is: Predict the reactants needed to synthesize the given product. (1) Given the product [N:1]1[CH:6]=[CH:5][C:4]([C:7]2[CH:14]=[CH:13][C:10]([C:11]([NH2:12])=[O:15])=[CH:9][CH:8]=2)=[CH:3][CH:2]=1, predict the reactants needed to synthesize it. The reactants are: [N:1]1[CH:6]=[CH:5][C:4]([C:7]2[CH:14]=[CH:13][C:10]([C:11]#[N:12])=[CH:9][CH:8]=2)=[CH:3][CH:2]=1.[OH-:15].[Na+]. (2) Given the product [I:30][C:17]1[N:16]2[C:12]([O:13][CH:14]=[CH:15]2)=[N:11][C:10]=1[C:3]1[CH:4]=[C:5]([F:9])[C:6]([F:8])=[CH:7][C:2]=1[F:1], predict the reactants needed to synthesize it. The reactants are: [F:1][C:2]1[CH:7]=[C:6]([F:8])[C:5]([F:9])=[CH:4][C:3]=1[C:10]1[N:11]=[C:12]2[N:16]([CH:17]=1)[CH:15]=[CH:14][O:13]2.CN(C=O)C.C1C(=O)N([I:30])C(=O)C1.